Dataset: Full USPTO retrosynthesis dataset with 1.9M reactions from patents (1976-2016). Task: Predict the reactants needed to synthesize the given product. (1) Given the product [CH3:1][N:2]([CH3:3])[C:4]1[CH:5]=[C:6]([CH:7]=[CH:8][CH:9]=1)[O:10][CH2:12][C:13]([N:15]([CH3:17])[CH3:16])=[O:14], predict the reactants needed to synthesize it. The reactants are: [CH3:1][N:2]([C:4]1[CH:9]=[CH:8][CH:7]=[C:6]([OH:10])[CH:5]=1)[CH3:3].Cl[CH2:12][C:13]([N:15]([CH3:17])[CH3:16])=[O:14].C([O-])([O-])=O.[K+].[K+]. (2) Given the product [Cl:1][C:2]1[CH:3]=[C:4]([CH:7]=[C:8]([OH:10])[CH:9]=1)[C:5]#[N:6], predict the reactants needed to synthesize it. The reactants are: [Cl:1][C:2]1[CH:3]=[C:4]([CH:7]=[C:8]([O:10]C)[CH:9]=1)[C:5]#[N:6].[Li+].[I-].Cl. (3) Given the product [Br:1][C:2]1[CH:7]=[N:6][C:5]2[C:4]([CH:3]=1)=[N:8][CH:14]=[CH:13][CH:18]=2, predict the reactants needed to synthesize it. The reactants are: [Br:1][C:2]1[CH:3]=[C:4]([NH2:8])[CH:5]=[N:6][CH:7]=1.[Na+].[N+]([C:13]1[CH:14]=C(S([O-])(=O)=O)C=C[CH:18]=1)([O-])=O.OCC(CO)O.S(=O)(=O)(O)O.C([O-])(O)=O.[Na+]. (4) The reactants are: [C:1]([O:9]CC)(=[O:8])[CH2:2][C:3](OCC)=O.C(=O)[CH2:13][CH:14]([CH3:16])[CH3:15].[C:18]([O-:21])(=[O:20])[CH3:19].[NH4+].N. Given the product [CH2:16]([CH:3]([CH2:2][C:1]([OH:9])=[O:8])[CH2:19][C:18]([OH:21])=[O:20])[CH:14]([CH3:13])[CH3:15], predict the reactants needed to synthesize it.